From a dataset of Catalyst prediction with 721,799 reactions and 888 catalyst types from USPTO. Predict which catalyst facilitates the given reaction. (1) Reactant: [Cl:1][C:2]1[N:3]=[C:4]([C:9]([NH:11][C@H:12]2[CH2:17][CH2:16][N:15]([C:18](OC(C)(C)C)=O)[CH2:14][C@H:13]2[O:25][CH3:26])=[O:10])[NH:5][C:6]=1[CH2:7][CH3:8].Cl.C(OCC)(=O)C.C(N(CC)CC)C.BrC1[N:47]=[C:46]([C:48]([O:50][CH3:51])=[O:49])[CH:45]=[CH:44][CH:43]=1. Product: [Cl:1][C:2]1[N:3]=[C:4]([C:9]([NH:11][C@H:12]2[CH2:17][CH2:16][N:15]([C:18]3[N:47]=[C:46]([C:48]([O:50][CH3:51])=[O:49])[CH:45]=[CH:44][CH:43]=3)[CH2:14][C@H:13]2[O:25][CH3:26])=[O:10])[NH:5][C:6]=1[CH2:7][CH3:8]. The catalyst class is: 24. (2) Reactant: [CH3:1][O:2][C:3]1[CH:4]=[C:5]([C:8]([O:11][CH2:12][C:13]2[C:22]3[C:17](=[CH:18][CH:19]=[CH:20][CH:21]=3)[CH:16]=[N:15][C:14]=2[C:23]2[N:27](COCC[Si](C)(C)C)[N:26]=[CH:25][CH:24]=2)=[CH:9][N:10]=1)[CH:6]=[O:7].Cl. Product: [NH:27]1[C:23]([C:14]2[N:15]=[CH:16][C:17]3[C:22]([C:13]=2[CH2:12][O:11][C:8]2[C:5]([CH:6]=[O:7])=[CH:4][C:3]([O:2][CH3:1])=[N:10][CH:9]=2)=[CH:21][CH:20]=[CH:19][CH:18]=3)=[CH:24][CH:25]=[N:26]1. The catalyst class is: 14. (3) Reactant: [OH:1][C:2]1[CH:3]=[CH:4][C:5]2[C:17](=[O:18])[C:16]3[C:15]4[C:10](=[CH:11][C:12]([S:19]([CH2:22][CH2:23][C:24]5[CH:29]=[CH:28][CH:27]=[CH:26][CH:25]=5)(=[O:21])=[O:20])=[CH:13][CH:14]=4)[NH:9][C:8]=3[C:7]([CH3:31])([CH3:30])[C:6]=2[CH:32]=1.[C:33]([SiH2]OC(C)(C)[C@@H]1OC(C)(C)O[C@@H]1CO)(C)([CH3:35])[CH3:34].C1C=CC(P(C2C=CC=CC=2)C2C=CC=CC=2)=CC=1.CC(OC(/N=N/C(OC(C)C)=O)=O)C.C12(CS(O)(=O)=O)C(C)(C)C(CC1)CC2=O. Product: [CH:33]([O:1][C:2]1[CH:3]=[CH:4][C:5]2[C:17](=[O:18])[C:16]3[C:15]4[C:10](=[CH:11][C:12]([S:19]([CH2:22][CH2:23][C:24]5[CH:25]=[CH:26][CH:27]=[CH:28][CH:29]=5)(=[O:21])=[O:20])=[CH:13][CH:14]=4)[NH:9][C:8]=3[C:7]([CH3:30])([CH3:31])[C:6]=2[CH:32]=1)([CH3:35])[CH3:34]. The catalyst class is: 299. (4) Reactant: Cl[C:2]1[CH:7]=[N:6][NH:5][C:4](=[O:8])[CH:3]=1.[C:9]([C:11]1[CH:12]=[C:13](B(O)O)[CH:14]=[CH:15][CH:16]=1)#[N:10].C(=O)([O-])[O-].[Na+].[Na+]. Product: [C:9]([C:11]1[CH:16]=[C:15]([C:2]2[CH:7]=[N:6][NH:5][C:4](=[O:8])[CH:3]=2)[CH:14]=[CH:13][CH:12]=1)#[N:10]. The catalyst class is: 11. (5) Reactant: [CH2:1]([Zn]CC)C.[CH2:6]=[C:7]1[CH2:12][CH2:11][CH:10]([NH:13][C:14](=[O:20])[O:15][C:16]([CH3:19])([CH3:18])[CH3:17])[CH2:9][CH2:8]1.[Cl-].[NH4+]. Product: [CH2:1]1[C:7]2([CH2:12][CH2:11][CH:10]([NH:13][C:14](=[O:20])[O:15][C:16]([CH3:17])([CH3:19])[CH3:18])[CH2:9][CH2:8]2)[CH2:6]1. The catalyst class is: 2. (6) Reactant: [OH:1][C:2]1[CH:7]=[CH:6][C:5]([N:8]([C:49]2[CH:54]=[CH:53][CH:52]=[CH:51][CH:50]=2)[C:9]([C:11]2[CH:12]=[C:13]([C:20]3[CH:21]=[C:22]4[C:26](=[CH:27][C:28]=3[C:29]([N:31]3[C@H:40]([CH3:41])[CH2:39][C:38]5[C:33](=[CH:34][CH:35]=[CH:36][CH:37]=5)[CH2:32]3)=[O:30])[CH2:25][N:24](C(OC(C)(C)C)=O)[CH2:23]4)[N:14]3[C:19]=2[CH2:18][CH2:17][CH2:16][CH2:15]3)=[O:10])=[CH:4][CH:3]=1.FC(F)(F)C(O)=O. Product: [OH:1][C:2]1[CH:7]=[CH:6][C:5]([N:8]([C:49]2[CH:50]=[CH:51][CH:52]=[CH:53][CH:54]=2)[C:9]([C:11]2[CH:12]=[C:13]([C:20]3[CH:21]=[C:22]4[C:26](=[CH:27][C:28]=3[C:29]([N:31]3[C@H:40]([CH3:41])[CH2:39][C:38]5[C:33](=[CH:34][CH:35]=[CH:36][CH:37]=5)[CH2:32]3)=[O:30])[CH2:25][NH:24][CH2:23]4)[N:14]3[C:19]=2[CH2:18][CH2:17][CH2:16][CH2:15]3)=[O:10])=[CH:4][CH:3]=1. The catalyst class is: 4.